From a dataset of Tox21: 12 toxicity assays (nuclear receptors and stress response pathways). Binary classification across 12 toxicity assays. (1) The compound is O=c1c(-c2ccccc2)c1-c1ccccc1. It tested positive (active) for: NR-PPAR-gamma (PPAR-gamma nuclear receptor agonist), SR-MMP (Mitochondrial Membrane Potential disruption), and SR-p53 (p53 tumor suppressor activation). (2) The molecule is C[C@]12C(=O)OC(=O)[C@@]1(C)C1CCC2O1. It tested positive (active) for: NR-PPAR-gamma (PPAR-gamma nuclear receptor agonist), SR-ATAD5 (ATAD5 genotoxicity (DNA damage)), SR-MMP (Mitochondrial Membrane Potential disruption), and SR-p53 (p53 tumor suppressor activation). (3) The molecule is Cc1ccc(C(=O)C(C)CN2CCCCC2)cc1. It tested positive (active) for: NR-ER (Estrogen Receptor agonist activity), and SR-ARE (Antioxidant Response Element (oxidative stress)). (4) The compound is CC(=O)C=Cc1ccccc1. It tested positive (active) for: NR-ER (Estrogen Receptor agonist activity). (5) The drug is Oc1ccc(Cc2ccccc2)cc1. It tested positive (active) for: NR-ER (Estrogen Receptor agonist activity), NR-ER-LBD (Estrogen Receptor Ligand Binding Domain agonist), and SR-MMP (Mitochondrial Membrane Potential disruption). (6) The molecule is Oc1c(Br)cc(Br)cc1Br. It tested positive (active) for: SR-ARE (Antioxidant Response Element (oxidative stress)), SR-MMP (Mitochondrial Membrane Potential disruption), and SR-p53 (p53 tumor suppressor activation).